Dataset: Forward reaction prediction with 1.9M reactions from USPTO patents (1976-2016). Task: Predict the product of the given reaction. (1) Given the reactants [CH2:1]([C:3]([C:21]1[CH:26]=[CH:25][C:24]([OH:27])=[C:23]([CH3:28])[CH:22]=1)([C:6]1[CH:11]=[CH:10][C:9]([CH:12]=[CH:13][C:14]([CH2:18][CH3:19])([OH:17])[CH2:15][CH3:16])=[C:8]([CH3:20])[CH:7]=1)[CH2:4][CH3:5])[CH3:2].C([O-])([O-])=O.[K+].[K+].[CH3:35][O:36][C:37](=[O:40])[CH2:38]Br, predict the reaction product. The product is: [CH3:35][O:36][C:37](=[O:40])[CH2:38][O:27][C:24]1[CH:25]=[CH:26][C:21]([C:3]([CH2:4][CH3:5])([C:6]2[CH:11]=[CH:10][C:9](/[CH:12]=[CH:13]/[C:14]([CH2:15][CH3:16])([OH:17])[CH2:18][CH3:19])=[C:8]([CH3:20])[CH:7]=2)[CH2:1][CH3:2])=[CH:22][C:23]=1[CH3:28]. (2) Given the reactants [Br:1][C:2]1[CH:7]=[CH:6][C:5]([C:8](=O)[CH2:9][CH2:10][C:11]([C:13]2[CH:18]=[CH:17][C:16]([Br:19])=[CH:15][CH:14]=2)=O)=[CH:4][CH:3]=1.[CH:21]1([C:27]2[CH:33]=[CH:32][C:30]([NH2:31])=[CH:29][CH:28]=2)[CH2:26][CH2:25][CH2:24][CH2:23][CH2:22]1, predict the reaction product. The product is: [Br:1][C:2]1[CH:7]=[CH:6][C:5]([C:8]2[N:31]([C:30]3[CH:32]=[CH:33][C:27]([CH:21]4[CH2:26][CH2:25][CH2:24][CH2:23][CH2:22]4)=[CH:28][CH:29]=3)[C:11]([C:13]3[CH:18]=[CH:17][C:16]([Br:19])=[CH:15][CH:14]=3)=[CH:10][CH:9]=2)=[CH:4][CH:3]=1. (3) The product is: [O:28]=[C:3]1[CH2:2][C:5]2([CH2:6][CH2:7][N:8]([C:11]([O:13][CH2:14][CH:15]3[C:16]4[CH:17]=[CH:18][CH:19]=[CH:20][C:21]=4[C:22]4[C:27]3=[CH:26][CH:25]=[CH:24][CH:23]=4)=[O:12])[CH2:9][CH2:10]2)[CH2:4]1. Given the reactants Cl[C:2]1(Cl)[C:5]2([CH2:10][CH2:9][N:8]([C:11]([O:13][CH2:14][CH:15]3[C:27]4[CH:26]=[CH:25][CH:24]=[CH:23][C:22]=4[C:21]4[C:16]3=[CH:17][CH:18]=[CH:19][CH:20]=4)=[O:12])[CH2:7][CH2:6]2)[CH2:4][C:3]1=[O:28].[Cl-].[NH4+], predict the reaction product. (4) Given the reactants [OH:1][C:2]12[CH2:12][CH:6]3[CH2:7][C:8]([OH:11])([CH2:10][C:4]([C:13]([OH:15])=[O:14])([CH2:5]3)[CH2:3]1)[CH2:9]2.[CH2:16](O)[CH2:17][CH2:18][CH3:19].S(=O)(=O)(O)O.[Cl-].[Na+].[OH-].[Na+], predict the reaction product. The product is: [OH:11][C:8]12[CH2:7][CH:6]3[CH2:12][C:2]([OH:1])([CH2:3][C:4]([C:13]([O:15][CH2:16][CH2:17][CH2:18][CH3:19])=[O:14])([CH2:5]3)[CH2:10]1)[CH2:9]2.[OH:11][C:8]12[CH2:7][CH:6]3[CH2:12][C:2]([OH:1])([CH2:3][C:4]([C:13]([OH:15])=[O:14])([CH2:5]3)[CH2:10]1)[CH2:9]2. (5) Given the reactants Cl[C:2]1[N:3]=[C:4]([N:28]2[CH2:33][CH2:32][O:31][CH2:30][CH2:29]2)[C:5]2[S:10][C:9]([CH2:11][N:12]3[CH2:17][CH2:16][N:15]([C:18](=[O:27])[CH2:19][O:20][CH:21]4[CH2:26][CH2:25][CH2:24][CH2:23][O:22]4)[CH2:14][CH2:13]3)=[CH:8][C:6]=2[N:7]=1.CC1(C)C(C)(C)OB([C:42]2[CH:43]=[CH:44][C:45]([NH2:48])=[N:46][CH:47]=2)O1, predict the reaction product. The product is: [NH2:48][C:45]1[N:46]=[CH:47][C:42]([C:2]2[N:3]=[C:4]([N:28]3[CH2:33][CH2:32][O:31][CH2:30][CH2:29]3)[C:5]3[S:10][C:9]([CH2:11][N:12]4[CH2:17][CH2:16][N:15]([C:18](=[O:27])[CH2:19][O:20][CH:21]5[CH2:26][CH2:25][CH2:24][CH2:23][O:22]5)[CH2:14][CH2:13]4)=[CH:8][C:6]=3[N:7]=2)=[CH:43][CH:44]=1.